Dataset: Human liver microsome stability data. Task: Regression/Classification. Given a drug SMILES string, predict its absorption, distribution, metabolism, or excretion properties. Task type varies by dataset: regression for continuous measurements (e.g., permeability, clearance, half-life) or binary classification for categorical outcomes (e.g., BBB penetration, CYP inhibition). Dataset: hlm. (1) The compound is Cn1cnc2ccc(-c3ccccc3CO)c(CN)c21. The result is 0 (unstable in human liver microsomes). (2) The molecule is C[C@@H]1CN(C(=O)c2ccccc2)CCN1C(=O)C(=O)c1c[nH]c2cccnc12. The result is 0 (unstable in human liver microsomes).